From a dataset of Full USPTO retrosynthesis dataset with 1.9M reactions from patents (1976-2016). Predict the reactants needed to synthesize the given product. (1) Given the product [N+:7]([C:10]1[CH:11]=[C:12]([S:16]([NH:4][CH2:3][C:2]([F:6])([F:5])[F:1])(=[O:18])=[O:17])[CH:13]=[CH:14][CH:15]=1)([O-:9])=[O:8], predict the reactants needed to synthesize it. The reactants are: [F:1][C:2]([F:6])([F:5])[CH2:3][NH2:4].[N+:7]([C:10]1[CH:11]=[C:12]([S:16](Cl)(=[O:18])=[O:17])[CH:13]=[CH:14][CH:15]=1)([O-:9])=[O:8].C(N(CC)CC)C.O. (2) Given the product [Br:1][C:2]1[C:10]2[C:5](=[CH:6][CH:7]=[CH:8][C:9]=2[N+:11]([O-:13])=[O:12])[N:4]([CH2:16][C:17]2[CH:22]=[CH:21][CH:20]=[C:19]([CH:23]([CH3:25])[CH3:24])[N:18]=2)[N:3]=1, predict the reactants needed to synthesize it. The reactants are: [Br:1][C:2]1[C:10]2[C:5](=[CH:6][CH:7]=[CH:8][C:9]=2[N+:11]([O-:13])=[O:12])[NH:4][N:3]=1.Cl.Cl[CH2:16][C:17]1[CH:22]=[CH:21][CH:20]=[C:19]([CH:23]([CH3:25])[CH3:24])[N:18]=1.C(=O)([O-])[O-].[K+].[K+].CN(C=O)C. (3) The reactants are: [I:1][C:2]1[CH:7]=[C:6]([C:8]([F:11])([F:10])[F:9])[CH:5]=[CH:4][C:3]=1[NH2:12].[CH3:13][S:14](Cl)(=[O:16])=[O:15]. Given the product [I:1][C:2]1[CH:7]=[C:6]([C:8]([F:10])([F:11])[F:9])[CH:5]=[CH:4][C:3]=1[NH:12][S:14]([CH3:13])(=[O:16])=[O:15], predict the reactants needed to synthesize it. (4) Given the product [CH2:1]([N:8]1[CH2:13][CH2:12][C:11]([N:21]([C:22]2[CH:27]=[CH:26][CH:25]=[CH:24][CH:23]=2)[C:28](=[O:30])[CH3:29])([C:14]2[CH:19]=[CH:18][CH:17]=[C:16]([Br:20])[N:15]=2)[CH2:10][CH2:9]1)[C:2]1[CH:3]=[CH:4][CH:5]=[CH:6][CH:7]=1, predict the reactants needed to synthesize it. The reactants are: [CH2:1]([N:8]1[CH2:13][CH2:12][C:11]([NH:21][C:22]2[CH:27]=[CH:26][CH:25]=[CH:24][CH:23]=2)([C:14]2[CH:19]=[CH:18][CH:17]=[C:16]([Br:20])[N:15]=2)[CH2:10][CH2:9]1)[C:2]1[CH:7]=[CH:6][CH:5]=[CH:4][CH:3]=1.[C:28](OC(=O)C)(=[O:30])[CH3:29].